This data is from Catalyst prediction with 721,799 reactions and 888 catalyst types from USPTO. The task is: Predict which catalyst facilitates the given reaction. (1) Reactant: [C:1]([Br:4])(=O)[CH3:2].[N+](C1C=[C:12]([CH2:14][C:15]([F:18])([F:17])[F:16])[N+:11]([O-:19])=[C:10]([CH2:20][C:21]([F:24])([F:23])[F:22])[CH:9]=1)([O-])=O.[OH-].[Na+]. Product: [Br:4][C:1]1[CH:9]=[C:10]([CH2:20][C:21]([F:22])([F:23])[F:24])[N+:11]([O-:19])=[C:12]([CH2:14][C:15]([F:16])([F:17])[F:18])[CH:2]=1. The catalyst class is: 52. (2) Reactant: [F:1][CH:2]([F:10])[CH:3]1[CH2:6][CH:5]([C:7]([OH:9])=O)[CH2:4]1.CN(C(ON1N=NC2C=CC=NC1=2)=[N+](C)C)C.F[P-](F)(F)(F)(F)F.C(N(C(C)C)C(C)C)C.[F:44][C:45]1[CH:46]=[C:47]([CH2:62][N:63]2[CH2:68][CH2:67][NH:66][C@@H:65]([CH3:69])[CH2:64]2)[C:48]([CH3:61])=[C:49]([NH:51][C:52](=[O:60])[C:53]2[CH:58]=[CH:57][C:56]([CH3:59])=[N:55][CH:54]=2)[CH:50]=1. Product: [F:10][CH:2]([F:1])[CH:3]1[CH2:4][CH:5]([C:7]([N:66]2[CH2:67][CH2:68][N:63]([CH2:62][C:47]3[C:48]([CH3:61])=[C:49]([NH:51][C:52](=[O:60])[C:53]4[CH:58]=[CH:57][C:56]([CH3:59])=[N:55][CH:54]=4)[CH:50]=[C:45]([F:44])[CH:46]=3)[CH2:64][C@@H:65]2[CH3:69])=[O:9])[CH2:6]1. The catalyst class is: 34. (3) Reactant: C[Si]([N-][Si](C)(C)C)(C)C.[K+].[S:11]1[CH:15]=[N:14][N:13]=[C:12]1[NH2:16].CS([C:21]1[N:26]=[C:25]([C:27]2[N:31]3[CH:32]=[CH:33][CH:34]=[CH:35][C:30]3=[N:29][C:28]=2[C:36]2[CH:41]=[CH:40][CH:39]=[C:38]([CH3:42])[N:37]=2)[CH:24]=[CH:23][N:22]=1)(=O)=O. Product: [CH3:42][C:38]1[N:37]=[C:36]([C:28]2[N:29]=[C:30]3[CH:35]=[CH:34][CH:33]=[CH:32][N:31]3[C:27]=2[C:25]2[CH:24]=[CH:23][N:22]=[C:21]([NH:16][C:12]3[S:11][CH:15]=[N:14][N:13]=3)[N:26]=2)[CH:41]=[CH:40][CH:39]=1. The catalyst class is: 12. (4) Reactant: [H-].[Na+].[C:3]1([OH:9])[CH:8]=[CH:7][CH:6]=[CH:5][CH:4]=1.[O-]C1C=CC=CC=1.[Br:17][C:18]1[CH:25]=[CH:24][C:21]([C:22]#[N:23])=[C:20](F)[CH:19]=1.[OH-].[Na+]. Product: [Br:17][C:18]1[CH:25]=[CH:24][C:21]([C:22]#[N:23])=[C:20]([O:9][C:3]2[CH:8]=[CH:7][CH:6]=[CH:5][CH:4]=2)[CH:19]=1. The catalyst class is: 3.